This data is from Full USPTO retrosynthesis dataset with 1.9M reactions from patents (1976-2016). The task is: Predict the reactants needed to synthesize the given product. (1) Given the product [NH2:8][C@H:9]([C:10]([N:55]1[C@H:54]([C:59](=[O:60])[NH:61][C@H:62]2[C:71]3[C:66](=[CH:67][CH:68]=[CH:69][CH:70]=3)[CH2:65][CH2:64][CH2:63]2)[CH2:53][C:52]2[C:57](=[CH:58][C:49]([N+:46]([O-:48])=[O:47])=[CH:50][CH:51]=2)[CH2:56]1)=[O:12])[C:13]([S:16][CH2:17][C:18]([O:20][CH3:21])=[O:19])([CH3:14])[CH3:15], predict the reactants needed to synthesize it. The reactants are: C(OC([NH:8][C@@H:9]([C:13]([S:16][CH2:17][C:18]([O:20][CH3:21])=[O:19])([CH3:15])[CH3:14])[C:10]([OH:12])=O)=O)(C)(C)C.CN(C(ON1N=NC2C=CC=NC1=2)=[N+](C)C)C.F[P-](F)(F)(F)(F)F.[N+:46]([C:49]1[CH:58]=[C:57]2[C:52]([CH2:53][C@@H:54]([C:59]([NH:61][C@H:62]3[C:71]4[C:66](=[CH:67][CH:68]=[CH:69][CH:70]=4)[CH2:65][CH2:64][CH2:63]3)=[O:60])[NH:55][CH2:56]2)=[CH:51][CH:50]=1)([O-:48])=[O:47].CCN(C(C)C)C(C)C. (2) Given the product [F:31][C:29]1([F:32])[CH2:30][CH:28]1[CH2:27][O:8][C:7]1[CH:6]=[CH:5][C:4]([C:9]2[O:10][C:11]3[CH:17]=[C:16]([O:18][CH2:19][C@@H:20]([NH:22][C:23](=[O:25])[CH3:24])[CH3:21])[CH:15]=[CH:14][C:12]=3[N:13]=2)=[CH:3][C:2]=1[F:1], predict the reactants needed to synthesize it. The reactants are: [F:1][C:2]1[CH:3]=[C:4]([C:9]2[O:10][C:11]3[CH:17]=[C:16]([O:18][CH2:19][C@@H:20]([NH:22][C:23](=[O:25])[CH3:24])[CH3:21])[CH:15]=[CH:14][C:12]=3[N:13]=2)[CH:5]=[CH:6][C:7]=1[OH:8].Br[CH2:27][CH:28]1[CH2:30][C:29]1([F:32])[F:31].C(=O)([O-])[O-].[K+].[K+]. (3) Given the product [CH3:76][C:73]1[N:72]=[C:71]([C:77]2[CH:78]=[N:79][N:80]([CH3:82])[CH:81]=2)[C:70]([O:69][C:67]2[CH:66]=[CH:65][N:64]=[C:63]([NH:6][C:5]3[CH:7]=[C:8]([O:12][CH3:13])[C:9]([O:10][CH3:11])=[C:3]([O:2][CH3:1])[CH:4]=3)[CH:68]=2)=[CH:75][CH:74]=1, predict the reactants needed to synthesize it. The reactants are: [CH3:1][O:2][C:3]1[CH:4]=[C:5]([CH:7]=[C:8]([O:12][CH3:13])[C:9]=1[O:10][CH3:11])[NH2:6].CC1(C)C2C(=C(P(C3C=CC=CC=3)C3C=CC=CC=3)C=CC=2)OC2C(P(C3C=CC=CC=3)C3C=CC=CC=3)=CC=CC1=2.C([O-])([O-])=O.[Cs+].[Cs+].Cl[C:63]1[CH:68]=[C:67]([O:69][C:70]2[C:71]([C:77]3[CH:78]=[N:79][N:80]([CH3:82])[CH:81]=3)=[N:72][C:73]([CH3:76])=[CH:74][CH:75]=2)[CH:66]=[CH:65][N:64]=1. (4) Given the product [Si:1]([O:8][C:9]1[CH:10]=[CH:11][C:12]([C@@H:15]([N:17]([C:28]([O:29][C:30]2[CH:35]=[CH:34][C:33]([F:36])=[C:32]([CH3:37])[CH:31]=2)=[O:38])[CH2:18][C:19]([O:21][CH3:22])=[O:20])[CH3:16])=[CH:13][CH:14]=1)([C:4]([CH3:6])([CH3:7])[CH3:5])([CH3:3])[CH3:2], predict the reactants needed to synthesize it. The reactants are: [Si:1]([O:8][C:9]1[CH:14]=[CH:13][C:12]([C@@H:15]([NH:17][CH2:18][C:19]([O:21][CH3:22])=[O:20])[CH3:16])=[CH:11][CH:10]=1)([C:4]([CH3:7])([CH3:6])[CH3:5])([CH3:3])[CH3:2].C([O-])(O)=O.[Na+].[C:28](Cl)(=[O:38])[O:29][C:30]1[CH:35]=[CH:34][C:33]([F:36])=[C:32]([CH3:37])[CH:31]=1. (5) Given the product [F:55][C:56]1[C:61]([C:27]2[CH:32]=[CH:31][N:30]=[C:29]([C:33]3[C:37]4[C:38]([NH:42][CH:43]([CH3:44])[CH3:45])=[N:39][CH:40]=[CH:41][C:36]=4[NH:35][N:34]=3)[CH:28]=2)=[CH:60][CH:59]=[CH:58][N:57]=1, predict the reactants needed to synthesize it. The reactants are: C(NC1C2C(C3C=C(C4C=NN(C)C=4)C=CN=3)=NNC=2C=CN=1)(C)C.Cl[C:27]1[CH:32]=[CH:31][N:30]=[C:29]([C:33]2[C:37]3[C:38]([NH:42][CH:43]([CH3:45])[CH3:44])=[N:39][CH:40]=[CH:41][C:36]=3[N:35](CC3C=CC(OC)=CC=3)[N:34]=2)[CH:28]=1.[F:55][C:56]1[C:61](B2OC(C)(C)C(C)(C)O2)=[CH:60][CH:59]=[CH:58][N:57]=1.